Dataset: Full USPTO retrosynthesis dataset with 1.9M reactions from patents (1976-2016). Task: Predict the reactants needed to synthesize the given product. (1) Given the product [CH3:1][O:2][C:3](=[O:14])[C:4]1[CH:9]=[CH:8][C:7]([CH2:10][NH:11][C:15]([N:17]2[CH:21]=[CH:20][N:19]=[CH:18]2)=[O:16])=[CH:6][C:5]=1[O:12][CH3:13], predict the reactants needed to synthesize it. The reactants are: [CH3:1][O:2][C:3](=[O:14])[C:4]1[CH:9]=[CH:8][C:7]([CH2:10][NH2:11])=[CH:6][C:5]=1[O:12][CH3:13].[C:15](N1C=CN=C1)([N:17]1[CH:21]=[CH:20][N:19]=[CH:18]1)=[O:16]. (2) Given the product [S:15]1[C:16]2[CH:17]=[CH:19][CH:20]=[CH:12][C:11]=2[N:10]=[C:9]1[NH:8][C:1]([N:3]1[CH2:4][CH2:46][CH:41]([N:40]([CH2:39][C:34]2[C:33]([CH3:32])=[CH:38][CH:37]=[CH:36][N:35]=2)[CH2:47][C:48]2[C:53]([CH3:54])=[CH:52][CH:51]=[CH:50][N:49]=2)[CH2:6][CH2:7]1)=[O:2], predict the reactants needed to synthesize it. The reactants are: [C:1]([N:8]1[CH:12]=[CH:11][N:10]=[CH:9]1)([N:3]1[CH:7]=[CH:6]N=[CH:4]1)=[O:2].NC1[S:15][C:16]2C=C[CH:20]=[CH:19][C:17]=2N=1.CCN(C(C)C)C(C)C.[CH3:32][C:33]1[C:34]([CH2:39][N:40]([CH2:47][C:48]2[C:53]([CH3:54])=[CH:52][CH:51]=[CH:50][N:49]=2)[CH:41]2[CH2:46]CNCC2)=[N:35][CH:36]=[CH:37][CH:38]=1. (3) Given the product [CH:1]([C:4]1[CH:5]=[CH:6][C:7]([C:10]2[N:14]([CH2:15][CH2:16][O:17][CH3:18])[C:13]3[C:19]([O:32][CH3:33])=[CH:20][C:21]([CH2:23][C:24]4[CH:29]=[CH:28][CH:27]=[CH:26][C:25]=4[S:30]([CH3:31])=[O:38])=[CH:22][C:12]=3[N:11]=2)=[CH:8][CH:9]=1)([CH3:3])[CH3:2], predict the reactants needed to synthesize it. The reactants are: [CH:1]([C:4]1[CH:9]=[CH:8][C:7]([C:10]2[N:14]([CH2:15][CH2:16][O:17][CH3:18])[C:13]3[C:19]([O:32][CH3:33])=[CH:20][C:21]([CH2:23][C:24]4[CH:29]=[CH:28][CH:27]=[CH:26][C:25]=4[S:30][CH3:31])=[CH:22][C:12]=3[N:11]=2)=[CH:6][CH:5]=1)([CH3:3])[CH3:2].OO.CC[O:38]C(C)=O.